Dataset: Catalyst prediction with 721,799 reactions and 888 catalyst types from USPTO. Task: Predict which catalyst facilitates the given reaction. (1) Reactant: CCN=C=NCCCN(C)C.[Cl:12][C:13]1[CH:18]=[CH:17][C:16]([C:19]2[N:23]([C:24]3[CH:29]=[CH:28][CH:27]=[CH:26][C:25]=3[Cl:30])[N:22]=[C:21]([C:31](O)=[O:32])[C:20]=2[CH2:34][C:35]#[N:36])=[CH:15][CH:14]=1.C1C=CC2N(O)N=NC=2C=1.[Br:47][C:48]1[CH:53]=[CH:52][C:51]([CH:54]([NH2:56])[CH3:55])=[CH:50][CH:49]=1. Product: [Br:47][C:48]1[CH:53]=[CH:52][C:51]([CH:54]([NH:56][C:31]([C:21]2[C:20]([CH2:34][C:35]#[N:36])=[C:19]([C:16]3[CH:15]=[CH:14][C:13]([Cl:12])=[CH:18][CH:17]=3)[N:23]([C:24]3[CH:29]=[CH:28][CH:27]=[CH:26][C:25]=3[Cl:30])[N:22]=2)=[O:32])[CH3:55])=[CH:50][CH:49]=1. The catalyst class is: 4. (2) Reactant: [Mg].BrCCBr.[F:6][C:7]1[CH:8]=[C:9]([CH:12]=[CH:13][C:14]=1[F:15])[CH2:10]Br.[O:16]=[C:17]1[CH2:22][CH2:21][N:20]([C:23]([O:25][C:26]([CH3:29])([CH3:28])[CH3:27])=[O:24])[CH2:19][CH2:18]1.Cl.C(C(C(C([O-])=O)O)O)([O-])=O.[Na+].[K+]. Product: [F:6][C:7]1[CH:8]=[C:9]([CH:12]=[CH:13][C:14]=1[F:15])[CH2:10][C:17]1([OH:16])[CH2:18][CH2:19][N:20]([C:23]([O:25][C:26]([CH3:28])([CH3:27])[CH3:29])=[O:24])[CH2:21][CH2:22]1. The catalyst class is: 385. (3) Reactant: [NH:1]1[CH:8]=[C:7]([CH2:9][C:10]([OH:12])=O)[C:5](=[O:6])[NH:4][C:2]1=[O:3].CN1CCOCC1.[C:20]([CH:27]([NH2:36])[CH2:28][NH:29][CH2:30][C:31]([O:33][CH2:34][CH3:35])=[O:32])([O:22][C:23]([CH3:26])([CH3:25])[CH3:24])=[O:21].F[B-](F)(F)F.O=C1C2C=CC=CC=2N=NN1OC(N(C)C)=[N+](C)C. Product: [C:20]([CH:27]([NH2:36])[CH2:28][N:29]([C:10](=[O:12])[CH2:9][C:7]1[C:5](=[O:6])[NH:4][C:2](=[O:3])[NH:1][CH:8]=1)[CH2:30][C:31]([O:33][CH2:34][CH3:35])=[O:32])([O:22][C:23]([CH3:26])([CH3:25])[CH3:24])=[O:21]. The catalyst class is: 399. (4) Reactant: [OH:1][N:2]=[C:3]([C:8]([O:10]C)=[O:9])[C:4]([O:6]C)=[O:5].[OH-].[Na+].[N+]([O-])(O)=O.[N+]([O-])([O-])=O.[Cu+2:22].[N+]([O-])([O-])=O. Product: [OH:1][N:2]=[C:3]([C:8]([O-:10])=[O:9])[C:4]([O-:6])=[O:5].[Cu+2:22]. The catalyst class is: 6. (5) Reactant: C(N(CC)CC)C.CS(O)(=O)=O.[C:13]1(=O)[O:18][C:16](=[O:17])[CH:15]=[CH:14]1.[NH2:20][C:21]1[CH:29]=[CH:28][C:24]([C:25]([OH:27])=[O:26])=[CH:23][CH:22]=1. Product: [C:13]1(=[O:18])[N:20]([C:21]2[CH:29]=[CH:28][C:24]([C:25]([OH:27])=[O:26])=[CH:23][CH:22]=2)[C:16](=[O:17])[CH:15]=[CH:14]1. The catalyst class is: 11. (6) Reactant: [C:1](/[C:3](=[C:5]1/[C:6]2[CH:35]=[CH:34][C:33]([F:36])=[CH:32][C:7]=2[O:8][CH2:9][C:10]2[CH:15]=[C:14]([CH2:16][N:17]3[C:21]4[CH:22]=[CH:23][CH:24]=[C:25]([C:26]([OH:28])=O)[C:20]=4[N:19]=[C:18]3[CH2:29][CH2:30][CH3:31])[CH:13]=[CH:12][C:11]/1=2)/[CH3:4])#[N:2].C(N1C=CN=C1)([N:39]1C=CN=C1)=O.N.Cl. Product: [C:1](/[C:3](=[C:5]1/[C:6]2[CH:35]=[CH:34][C:33]([F:36])=[CH:32][C:7]=2[O:8][CH2:9][C:12]2[CH:13]=[C:14]([CH2:16][N:17]3[C:21]4[CH:22]=[CH:23][CH:24]=[C:25]([C:26]([NH2:39])=[O:28])[C:20]=4[N:19]=[C:18]3[CH2:29][CH2:30][CH3:31])[CH:15]=[CH:10][C:11]/1=2)/[CH3:4])#[N:2]. The catalyst class is: 20.